Dataset: Peptide-MHC class II binding affinity with 134,281 pairs from IEDB. Task: Regression. Given a peptide amino acid sequence and an MHC pseudo amino acid sequence, predict their binding affinity value. This is MHC class II binding data. (1) The peptide sequence is RDCLIAHGAANTITE. The MHC is DRB1_0401 with pseudo-sequence DRB1_0401. The binding affinity (normalized) is 0.347. (2) The peptide sequence is SEPGKYTAYEGQRVVF. The MHC is DRB1_1101 with pseudo-sequence DRB1_1101. The binding affinity (normalized) is 0.266. (3) The peptide sequence is FDPYGATISKTPESA. The binding affinity (normalized) is 0.198. The MHC is HLA-DPA10301-DPB10402 with pseudo-sequence HLA-DPA10301-DPB10402. (4) The peptide sequence is MPRSIGGPVSSHNHI. The MHC is HLA-DQA10501-DQB10303 with pseudo-sequence HLA-DQA10501-DQB10303. The binding affinity (normalized) is 0.463.